This data is from Forward reaction prediction with 1.9M reactions from USPTO patents (1976-2016). The task is: Predict the product of the given reaction. (1) The product is: [NH2:1][C:4]1[C:5]([C:14]([O:16][CH2:17][CH3:18])=[O:15])=[CH:6][C:7]2[O:12][CH2:11][CH2:10][O:9][C:8]=2[CH:13]=1. Given the reactants [N+:1]([C:4]1[C:5]([C:14]([O:16][CH2:17][CH3:18])=[O:15])=[CH:6][C:7]2[O:12][CH2:11][CH2:10][O:9][C:8]=2[CH:13]=1)([O-])=O.[H][H], predict the reaction product. (2) The product is: [CH2:23]([NH:30][C:14]([C:13]1[C:17]([C:19]([F:22])([F:21])[F:20])=[CH:18][C:10]([NH:9][C:5]2[CH:6]=[CH:7][CH:8]=[C:3]([Cl:2])[CH:4]=2)=[N:11][CH:12]=1)=[O:16])[C:24]1[CH:29]=[CH:28][CH:27]=[CH:26][CH:25]=1. Given the reactants Cl.[Cl:2][C:3]1[CH:4]=[C:5]([NH:9][C:10]2[CH:18]=[C:17]([C:19]([F:22])([F:21])[F:20])[C:13]([C:14]([OH:16])=O)=[CH:12][N:11]=2)[CH:6]=[CH:7][CH:8]=1.[CH2:23]([NH2:30])[C:24]1[CH:29]=[CH:28][CH:27]=[CH:26][CH:25]=1, predict the reaction product.